Dataset: Catalyst prediction with 721,799 reactions and 888 catalyst types from USPTO. Task: Predict which catalyst facilitates the given reaction. (1) Reactant: [OH:1]S(C(F)(F)F)(=O)=O.[C:9](=[NH:32])([O:11][CH2:12][CH2:13][C:14]1[CH:19]=[CH:18][C:17]([O:20][C:21]2[CH:26]=[CH:25][C:24]([Cl:27])=[C:23]([C:28]([F:31])([F:30])[F:29])[CH:22]=2)=[CH:16][CH:15]=1)[NH2:10].[CH:33]([CH:35]([CH2:41][C:42]1[C:47](F)=[CH:46][C:45]([F:49])=[CH:44][C:43]=1[F:50])[C:36](OCC)=O)=[O:34].C([O-])([O-])=O.[K+].[K+]. Product: [Cl:27][C:24]1[CH:25]=[CH:26][C:21]([O:20][C:17]2[CH:16]=[CH:15][C:14]([CH2:13][CH2:12][O:11][C:9]3[NH:10][CH:36]=[C:35]([CH2:41][C:42]4[C:47]([OH:1])=[CH:46][C:45]([F:49])=[CH:44][C:43]=4[F:50])[C:33](=[O:34])[N:32]=3)=[CH:19][CH:18]=2)=[CH:22][C:23]=1[C:28]([F:31])([F:30])[F:29]. The catalyst class is: 44. (2) Product: [Cl:11][C:12]1[S:15][N:9]=[C:8]([C:5]2[CH:6]=[CH:7][C:2]([F:1])=[CH:3][CH:4]=2)[N:10]=1. The catalyst class is: 46. Reactant: [F:1][C:2]1[CH:7]=[CH:6][C:5]([C:8](=[NH:10])[NH2:9])=[CH:4][CH:3]=1.[Cl:11][C:12]([SH:15])(Cl)Cl.[OH-].[Na+]. (3) Reactant: Br[C:2]1[CH:3]=[C:4]([CH2:16][N:17]([CH3:25])[C:18](=[O:24])[O:19][C:20]([CH3:23])([CH3:22])[CH3:21])[S:5][C:6]=1[S:7]([C:10]1[CH:15]=[CH:14][CH:13]=[CH:12][CH:11]=1)(=[O:9])=[O:8].[F:26][C:27]1[C:32]([CH:33]=[O:34])=[CH:31][CH:30]=[CH:29][C:28]=1B(O)O.C(=O)([O-])[O-].[Na+].[Na+].COCCOC. Product: [F:26][C:27]1[C:32]([CH:33]=[O:34])=[CH:31][CH:30]=[CH:29][C:28]=1[C:2]1[CH:3]=[C:4]([CH2:16][N:17]([CH3:25])[C:18](=[O:24])[O:19][C:20]([CH3:23])([CH3:22])[CH3:21])[S:5][C:6]=1[S:7]([C:10]1[CH:15]=[CH:14][CH:13]=[CH:12][CH:11]=1)(=[O:9])=[O:8]. The catalyst class is: 690. (4) Reactant: C[O:2][C:3]1[CH:4]=[C:5]([C:9]2[O:10][CH:11]=[C:12]([CH3:14])[N:13]=2)[CH:6]=[CH:7][CH:8]=1. Product: [CH3:14][C:12]1[N:13]=[C:9]([C:5]2[CH:4]=[C:3]([OH:2])[CH:8]=[CH:7][CH:6]=2)[O:10][CH:11]=1. The catalyst class is: 201. (5) Reactant: [Cl:1][C:2]1[CH:7]=[CH:6][C:5]([NH:8][N:9]=[C:10]([CH3:14])[C:11]([OH:13])=O)=[CH:4][CH:3]=1.C(C1NC=CN=1)(C1NC=CN=1)=O.[CH3:27][O:28][C:29]1[CH:36]=[CH:35][C:32]([CH2:33][NH2:34])=[CH:31][CH:30]=1. Product: [CH3:27][O:28][C:29]1[CH:36]=[CH:35][C:32]([CH2:33][NH:34][C:11](=[O:13])[C:10](=[N:9][NH:8][C:5]2[CH:4]=[CH:3][C:2]([Cl:1])=[CH:7][CH:6]=2)[CH3:14])=[CH:31][CH:30]=1. The catalyst class is: 7. (6) Reactant: [CH3:1][C:2]1[S:6][C:5]([C:7]2[CH:12]=[CH:11][CH:10]=[CH:9][CH:8]=2)=[N:4][C:3]=1[CH2:13][O:14][C:15]1[CH:19]=[C:18]([CH2:20][O:21][C:22]2[N:29]=[CH:28][CH:27]=[CH:26][C:23]=2[C:24]#N)[O:17][N:16]=1.C1(C)C=CC=CC=1.[H-].C([Al+]CC(C)C)C(C)C.[Cl-].[NH4+].C(OCC)(=[O:51])C. Product: [CH3:1][C:2]1[S:6][C:5]([C:7]2[CH:8]=[CH:9][CH:10]=[CH:11][CH:12]=2)=[N:4][C:3]=1[CH2:13][O:14][C:15]1[CH:19]=[C:18]([CH2:20][O:21][C:22]2[N:29]=[CH:28][CH:27]=[CH:26][C:23]=2[CH:24]=[O:51])[O:17][N:16]=1. The catalyst class is: 81. (7) Reactant: [F:1][C:2]1[CH:3]=[C:4]([CH2:9][C@@H:10]([C:28]2[C:33]([C:34]3[CH:35]=[CH:36][C:37]([F:43])=[C:38]([CH:42]=3)[C:39]([NH2:41])=[O:40])=[CH:32][CH:31]=[CH:30][N:29]=2)[NH:11][C:12](=[O:27])[CH2:13][N:14]2[C:22]3[CH2:21][CH2:20][NH:19][CH2:18][C:17]=3[C:16]([C:23]([F:26])([F:25])[F:24])=[N:15]2)[CH:5]=[C:6]([F:8])[CH:7]=1.[CH:44](O)=O.C(O)(=O)C.[BH-](OC(C)=O)(OC(C)=O)OC(C)=O.[Na+]. Product: [F:8][C:6]1[CH:5]=[C:4]([CH2:9][C@@H:10]([C:28]2[C:33]([C:34]3[CH:35]=[CH:36][C:37]([F:43])=[C:38]([CH:42]=3)[C:39]([NH2:41])=[O:40])=[CH:32][CH:31]=[CH:30][N:29]=2)[NH:11][C:12](=[O:27])[CH2:13][N:14]2[C:22]3[CH2:21][CH2:20][N:19]([CH3:44])[CH2:18][C:17]=3[C:16]([C:23]([F:24])([F:26])[F:25])=[N:15]2)[CH:3]=[C:2]([F:1])[CH:7]=1. The catalyst class is: 26. (8) Reactant: [CH3:1][O:2][C:3]([C:5]1[N:6]=[CH:7][NH:8][CH:9]=1)=[O:4].C(N(CC)CC)C.[C:17]1([C:23](Cl)([C:30]2[CH:35]=[CH:34][CH:33]=[CH:32][CH:31]=2)[C:24]2[CH:29]=[CH:28][CH:27]=[CH:26][CH:25]=2)[CH:22]=[CH:21][CH:20]=[CH:19][CH:18]=1. Product: [CH3:1][O:2][C:3]([C:5]1[N:6]=[CH:7][N:8]([C:23]([C:17]2[CH:22]=[CH:21][CH:20]=[CH:19][CH:18]=2)([C:30]2[CH:31]=[CH:32][CH:33]=[CH:34][CH:35]=2)[C:24]2[CH:25]=[CH:26][CH:27]=[CH:28][CH:29]=2)[CH:9]=1)=[O:4]. The catalyst class is: 9.